This data is from Full USPTO retrosynthesis dataset with 1.9M reactions from patents (1976-2016). The task is: Predict the reactants needed to synthesize the given product. (1) The reactants are: Cl[C:2]1[C:11]2[C:6](=[CH:7][C:8]([O:14][CH2:15][CH2:16][CH2:17][N:18]([CH3:23])[S:19]([CH3:22])(=[O:21])=[O:20])=[C:9]([O:12][CH3:13])[CH:10]=2)[N:5]=[CH:4][N:3]=1.C(=O)([O-])[O-].[K+].[K+].[OH:30][C:31]1[CH:40]=[C:39]2[C:34]([C:35]([CH3:41])=[CH:36][CH:37]=[N:38]2)=[CH:33][CH:32]=1. Given the product [CH3:13][O:12][C:9]1[CH:10]=[C:11]2[C:6](=[CH:7][C:8]=1[O:14][CH2:15][CH2:16][CH2:17][N:18]([CH3:23])[S:19]([CH3:22])(=[O:21])=[O:20])[N:5]=[CH:4][N:3]=[C:2]2[O:30][C:31]1[CH:40]=[C:39]2[C:34]([C:35]([CH3:41])=[CH:36][CH:37]=[N:38]2)=[CH:33][CH:32]=1, predict the reactants needed to synthesize it. (2) Given the product [Br:1][C:2]1[CH:3]=[CH:4][C:5]2[CH:6]([CH:18]3[CH2:24][CH:23]4[NH:25][CH:20]([CH2:21][CH2:22]4)[CH2:19]3)[C:7]3[C:12]([O:13][C:14]=2[CH:15]=1)=[C:11]([O:16][CH3:17])[CH:10]=[CH:9][CH:8]=3.[C:26]([OH:31])([C:27]([F:30])([F:29])[F:28])=[O:35], predict the reactants needed to synthesize it. The reactants are: [Br:1][C:2]1[CH:3]=[CH:4][C:5]2[CH:6]([CH:18]3[CH2:24][CH:23]4[N:25]([C:26](=[O:31])[C:27]([F:30])([F:29])[F:28])[CH:20]([CH2:21][CH2:22]4)[CH2:19]3)[C:7]3[C:12]([O:13][C:14]=2[CH:15]=1)=[C:11]([O:16][CH3:17])[CH:10]=[CH:9][CH:8]=3.FC(F)(F)C(N1C2CCC1CC(C1C3C=CC(C4NN=NN=4)=CC=3OC3C1=CC=CC=3)C2)=[O:35].